This data is from Forward reaction prediction with 1.9M reactions from USPTO patents (1976-2016). The task is: Predict the product of the given reaction. Given the reactants Cl[CH2:2][C:3]([NH:5][C:6]1[CH:11]=[C:10]([C:12]2[NH:20][C:19]3[C:14](=[N:15][CH:16]=[C:17]([Cl:21])[CH:18]=3)[C:13]=2[C:22]2[CH:27]=[CH:26][C:25]([F:28])=[CH:24][N:23]=2)[CH:9]=[CH:8][N:7]=1)=[O:4].[CH3:29][N:30]1[CH2:35][CH2:34][NH:33][CH2:32][CH2:31]1.C(O)(C(F)(F)F)=O, predict the reaction product. The product is: [Cl:21][C:17]1[CH:18]=[C:19]2[NH:20][C:12]([C:10]3[CH:9]=[CH:8][N:7]=[C:6]([NH:5][C:3](=[O:4])[CH2:2][N:33]4[CH2:34][CH2:35][N:30]([CH3:29])[CH2:31][CH2:32]4)[CH:11]=3)=[C:13]([C:22]3[CH:27]=[CH:26][C:25]([F:28])=[CH:24][N:23]=3)[C:14]2=[N:15][CH:16]=1.